This data is from Merck oncology drug combination screen with 23,052 pairs across 39 cell lines. The task is: Regression. Given two drug SMILES strings and cell line genomic features, predict the synergy score measuring deviation from expected non-interaction effect. (1) Drug 1: O=C(CCCCCCC(=O)Nc1ccccc1)NO. Drug 2: C=CCn1c(=O)c2cnc(Nc3ccc(N4CCN(C)CC4)cc3)nc2n1-c1cccc(C(C)(C)O)n1. Cell line: UACC62. Synergy scores: synergy=14.2. (2) Cell line: HCT116. Synergy scores: synergy=11.0. Drug 1: C=CCn1c(=O)c2cnc(Nc3ccc(N4CCN(C)CC4)cc3)nc2n1-c1cccc(C(C)(C)O)n1. Drug 2: O=C(O)C1(Cc2cccc(Nc3nccs3)n2)CCC(Oc2cccc(Cl)c2F)CC1. (3) Drug 2: CNC(=O)c1cc(Oc2ccc(NC(=O)Nc3ccc(Cl)c(C(F)(F)F)c3)cc2)ccn1. Drug 1: O=P1(N(CCCl)CCCl)NCCCO1. Cell line: OV90. Synergy scores: synergy=3.82.